Dataset: Forward reaction prediction with 1.9M reactions from USPTO patents (1976-2016). Task: Predict the product of the given reaction. (1) Given the reactants Cl[C:2]1[N:11]=[CH:10][C:9]2[N:8]([CH3:12])[C:7](=[O:13])[C@@H:6]([CH2:14][CH3:15])[N:5]([CH:16]([CH3:18])[CH3:17])[C:4]=2[N:3]=1.[C:19]([C:21]1[CH:22]=[C:23]([C:27]2[NH:28][CH:29]=[CH:30][N:31]=2)[CH:24]=[CH:25][CH:26]=1)#[N:20], predict the reaction product. The product is: [CH2:14]([C@H:6]1[N:5]([CH:16]([CH3:18])[CH3:17])[C:4]2[N:3]=[C:2]([N:28]3[CH:29]=[CH:30][N:31]=[C:27]3[C:23]3[CH:22]=[C:21]([CH:26]=[CH:25][CH:24]=3)[C:19]#[N:20])[N:11]=[CH:10][C:9]=2[N:8]([CH3:12])[C:7]1=[O:13])[CH3:15]. (2) Given the reactants [CH3:1][S:2]([C:5]1[CH:10]=[CH:9][C:8]([S:11]([CH3:14])(=O)=O)=[CH:7][N:6]=1)(=O)=O.BrC1C=CC(Br)=CN=1.C[S-].[Na+], predict the reaction product. The product is: [CH3:1][S:2][C:5]1[CH:10]=[CH:9][C:8]([S:11][CH3:14])=[CH:7][N:6]=1. (3) The product is: [Cl:3][C:4]1[CH:9]=[CH:8][C:7]([C:10]2([CH:14]3[C:26]4[N:25]([CH2:35][C:36]#[N:37])[C:24]5[C:19](=[CH:20][CH:21]=[CH:22][CH:23]=5)[C:18]=4[CH2:17][CH2:16][N:15]3[C:27]([O:29][C:30]([CH3:33])([CH3:32])[CH3:31])=[O:28])[CH2:13][CH2:12][CH2:11]2)=[CH:6][CH:5]=1. Given the reactants [H-].[Na+].[Cl:3][C:4]1[CH:9]=[CH:8][C:7]([C:10]2([CH:14]3[C:26]4[NH:25][C:24]5[C:19](=[CH:20][CH:21]=[CH:22][CH:23]=5)[C:18]=4[CH2:17][CH2:16][N:15]3[C:27]([O:29][C:30]([CH3:33])([CH3:32])[CH3:31])=[O:28])[CH2:13][CH2:12][CH2:11]2)=[CH:6][CH:5]=1.Br[CH2:35][C:36]#[N:37].O, predict the reaction product. (4) The product is: [NH:13]1[C:14]2[CH:19]=[CH:18][CH:17]=[CH:16][C:15]=2[N:11]=[C:12]1[C@H:8]([NH:9][C:10](=[O:20])[NH:24][CH:25]1[CH2:29][CH2:28][N:27]([C:30]([O:32][C:33]([CH3:36])([CH3:35])[CH3:34])=[O:31])[CH2:26]1)[CH2:7][C:6]1[CH:21]=[CH:22][C:3]([O:2][CH3:1])=[CH:4][CH:5]=1. Given the reactants [CH3:1][O:2][C:3]1[CH:22]=[CH:21][C:6]([CH2:7][C@@H:8]2[C:12]3=[N:13][C:14]4[CH:19]=[CH:18][CH:17]=[CH:16][C:15]=4[N:11]3[C:10](=[O:20])[NH:9]2)=[CH:5][CH:4]=1.Cl.[NH2:24][CH:25]1[CH2:29][CH2:28][N:27]([C:30]([O:32][C:33]([CH3:36])([CH3:35])[CH3:34])=[O:31])[CH2:26]1.C(O)(C(F)(F)F)=O, predict the reaction product. (5) Given the reactants C(OC([N:8]1[CH2:13][CH2:12][CH2:11][CH2:10][CH:9]1[C:14](=[O:35])[NH:15][CH:16]([CH2:26][CH2:27][CH2:28][C:29]1[CH:34]=[CH:33][CH:32]=[CH:31][CH:30]=1)[CH2:17][CH2:18][CH2:19][C:20]1[CH:25]=[CH:24][CH:23]=[CH:22][CH:21]=1)=O)(C)(C)C.FC(F)(F)C(O)=O, predict the reaction product. The product is: [C:20]1([CH2:19][CH2:18][CH2:17][CH:16]([NH:15][C:14]([CH:9]2[CH2:10][CH2:11][CH2:12][CH2:13][NH:8]2)=[O:35])[CH2:26][CH2:27][CH2:28][C:29]2[CH:34]=[CH:33][CH:32]=[CH:31][CH:30]=2)[CH:21]=[CH:22][CH:23]=[CH:24][CH:25]=1. (6) Given the reactants [CH2:1]([NH2:8])[C:2]1[CH:7]=[CH:6][CH:5]=[CH:4][CH:3]=1.[CH3:9][C:10]([CH3:14])=[CH:11][CH:12]=O, predict the reaction product. The product is: [CH3:9][C:10]([CH3:14])=[CH:11][CH:12]=[N:8][CH2:1][C:2]1[CH:7]=[CH:6][CH:5]=[CH:4][CH:3]=1. (7) Given the reactants CO[C:3]1[C:8]([C:9]([F:12])([F:11])[F:10])=[C:7]([N:13]2[CH2:18][CH2:17][CH:16]([C:19]3[CH:24]=[CH:23][CH:22]=[CH:21][CH:20]=3)[CH2:15][CH2:14]2)[N:6]=[CH:5][N:4]=1.P(Cl)(Cl)([Cl:27])=O, predict the reaction product. The product is: [Cl:27][C:3]1[C:8]([C:9]([F:12])([F:11])[F:10])=[C:7]([N:13]2[CH2:18][CH2:17][CH:16]([C:19]3[CH:24]=[CH:23][CH:22]=[CH:21][CH:20]=3)[CH2:15][CH2:14]2)[N:6]=[CH:5][N:4]=1. (8) Given the reactants [CH2:1]([O:4][CH2:5][CH2:6][C:7]([O:9]C)=[O:8])[CH2:2][CH3:3].[OH-].[Li+], predict the reaction product. The product is: [CH2:1]([O:4][CH2:5][CH2:6][C:7]([OH:9])=[O:8])[CH2:2][CH3:3]. (9) Given the reactants O.NN.[O:4]1[C:8]2([CH2:13][CH2:12][O:11][CH2:10][CH:9]2[N:14]2C(=O)C3C(=CC=CC=3)C2=O)[O:7][CH2:6][CH2:5]1, predict the reaction product. The product is: [O:4]1[C:8]2([CH2:13][CH2:12][O:11][CH2:10][CH:9]2[NH2:14])[O:7][CH2:6][CH2:5]1. (10) Given the reactants [F:1][C:2]1[CH:9]=[CH:8][C:7]([OH:10])=[CH:6][C:3]=1[C:4]#[N:5].I[CH2:12][C:13]([F:16])([F:15])[F:14].C(=O)([O-])[O-].[K+].[K+].CCOC(C)=O, predict the reaction product. The product is: [F:1][C:2]1[CH:9]=[CH:8][C:7]([O:10][CH2:12][C:13]([F:16])([F:15])[F:14])=[CH:6][C:3]=1[C:4]#[N:5].